This data is from Peptide-MHC class I binding affinity with 185,985 pairs from IEDB/IMGT. The task is: Regression. Given a peptide amino acid sequence and an MHC pseudo amino acid sequence, predict their binding affinity value. This is MHC class I binding data. (1) The peptide sequence is GRYNLVPPK. The MHC is HLA-A24:03 with pseudo-sequence HLA-A24:03. The binding affinity (normalized) is 0.0847. (2) The peptide sequence is YTFFFTQYF. The MHC is HLA-B83:01 with pseudo-sequence HLA-B83:01. The binding affinity (normalized) is 0.213.